From a dataset of Drug half-life prediction data from Obach et al.. Regression/Classification. Given a drug SMILES string, predict its absorption, distribution, metabolism, or excretion properties. Task type varies by dataset: regression for continuous measurements (e.g., permeability, clearance, half-life) or binary classification for categorical outcomes (e.g., BBB penetration, CYP inhibition). For this dataset (half_life_obach), we predict log10(half-life) (log10 of half-life in hours). (1) The compound is Cc1onc(-c2ccccc2)c1C(=O)N[C@@H]1C(=O)N2[C@@H](C(=O)O)C(C)(C)S[C@H]12. The log10(half-life) is -0.150. (2) The molecule is CN1CCN2c3ncccc3Cc3ccccc3C2C1. The log10(half-life) is 1.18. (3) The molecule is COc1cc(Cc2cnc(N)nc2N)cc(OC)c1OC. The log10(half-life) is 0.980. (4) The molecule is CCCc1nn(C)c2c(=O)[nH]c(-c3cc(S(=O)(=O)N4CCN(C)CC4)ccc3OCC)nc12. The log10(half-life) is 0.590. (5) The compound is Cn1c(=O)c2nc[nH]c2n(C)c1=O. The log10(half-life) is 0.860. (6) The compound is Cc1cccc(N2CC(CO)OC2=O)c1. The log10(half-life) is 0.200.